Dataset: Aqueous solubility values for 9,982 compounds from the AqSolDB database. Task: Regression/Classification. Given a drug SMILES string, predict its absorption, distribution, metabolism, or excretion properties. Task type varies by dataset: regression for continuous measurements (e.g., permeability, clearance, half-life) or binary classification for categorical outcomes (e.g., BBB penetration, CYP inhibition). For this dataset (solubility_aqsoldb), we predict Y. The drug is Clc1cc(Cl)c(Cl)c(Cl)c1. The Y is -4.68 log mol/L.